This data is from Catalyst prediction with 721,799 reactions and 888 catalyst types from USPTO. The task is: Predict which catalyst facilitates the given reaction. (1) Reactant: Cl[C:2]1[C:23]([O:24][CH2:25][CH2:26][O:27][CH2:28][CH2:29][O:30][CH3:31])=[CH:22][C:5]([C:6]([NH:8][S:9]([C:12]2[CH:17]=[CH:16][CH:15]=[CH:14][C:13]=2[S:18](=[O:21])(=[O:20])[NH2:19])(=[O:11])=[O:10])=[O:7])=[CH:4][N:3]=1.[CH3:32][C:33]([CH3:46])([CH3:45])[C:34]#[C:35]B(OC(C)C)OC(C)C.C(=O)([O-])[O-].[Na+].[Na+]. Product: [CH3:32][C:33]([CH3:46])([CH3:45])[C:34]#[C:35][C:2]1[C:23]([O:24][CH2:25][CH2:26][O:27][CH2:28][CH2:29][O:30][CH3:31])=[CH:22][C:5]([C:6]([NH:8][S:9]([C:12]2[CH:17]=[CH:16][CH:15]=[CH:14][C:13]=2[S:18](=[O:21])(=[O:20])[NH2:19])(=[O:11])=[O:10])=[O:7])=[CH:4][N:3]=1. The catalyst class is: 423. (2) Reactant: [CH3:1][C:2]([CH3:19])([CH3:18])[C:3]#[C:4][C:5]1[C:10]([F:11])=[CH:9][CH:8]=[CH:7][C:6]=1[NH:12]C(=O)CCC.CC([O-])(C)C.[K+].O. Product: [C:2]([C:3]1[NH:12][C:6]2[C:5]([CH:4]=1)=[C:10]([F:11])[CH:9]=[CH:8][CH:7]=2)([CH3:19])([CH3:18])[CH3:1]. The catalyst class is: 3. (3) Reactant: C([O:3][C:4]1([CH3:20])[O:9][CH2:8][C:7]([C:15]([O:17][CH2:18][CH3:19])=[O:16])([C:10]([O:12][CH2:13][CH3:14])=[O:11])[CH2:6][O:5]1)C. Product: [C:4]([O:5][CH2:6][C:7]([CH2:8][OH:9])([C:15]([O:17][CH2:18][CH3:19])=[O:16])[C:10]([O:12][CH2:13][CH3:14])=[O:11])(=[O:3])[CH3:20]. The catalyst class is: 15. (4) The catalyst class is: 53. Product: [Br:24][C:5]1[O:1][C:2]([C:6]2[C:10]([CH3:11])=[C:9]([C:12]([O:14][CH2:15][CH3:16])=[O:13])[O:8][N:7]=2)=[CH:3][CH:4]=1. Reactant: [O:1]1[CH:5]=[CH:4][CH:3]=[C:2]1[C:6]1[C:10]([CH3:11])=[C:9]([C:12]([O:14][CH2:15][CH3:16])=[O:13])[O:8][N:7]=1.C1C(=O)N([Br:24])C(=O)C1.C(OOC(=O)C1C=CC=CC=1)(=O)C1C=CC=CC=1. (5) Reactant: [OH-:1].[K+].Cl[C:4]1[N:12]=[C:11]([N:13]2[C:17]3[CH:18]=[C:19]([F:22])[CH:20]=[CH:21][C:16]=3[N:15]=[CH:14]2)[N:10]=[C:9]2[C:5]=1[NH:6][C:7](=[O:30])[N:8]2[C@H:23]1[CH2:28][CH2:27][C@H:26]([OH:29])[CH2:25][CH2:24]1. Product: [F:22][C:19]1[CH:20]=[CH:21][C:16]2[N:15]=[CH:14][N:13]([C:11]3[N:10]=[C:9]4[C:5]([NH:6][C:7](=[O:30])[N:8]4[C@H:23]4[CH2:28][CH2:27][C@H:26]([OH:29])[CH2:25][CH2:24]4)=[C:4]([OH:1])[N:12]=3)[C:17]=2[CH:18]=1. The catalyst class is: 102. (6) Reactant: [C:1]1([C:7]2[N:11]3[C:12]4[CH:19]=[C:18]([C:20]5[CH:25]=[CH:24][CH:23]=[CH:22][CH:21]=5)[C:17]([C:26]5[CH:31]=[CH:30][C:29]([C:32]6([NH:36]C(=O)OC(C)(C)C)[CH2:35][CH2:34][CH2:33]6)=[CH:28][CH:27]=5)=[N:16][C:13]=4[O:14][CH2:15][C:10]3=[N:9][N:8]=2)[CH:6]=[CH:5][CH:4]=[CH:3][CH:2]=1.C(O)(C(F)(F)F)=O. Product: [C:1]1([C:7]2[N:11]3[C:12]4[CH:19]=[C:18]([C:20]5[CH:25]=[CH:24][CH:23]=[CH:22][CH:21]=5)[C:17]([C:26]5[CH:27]=[CH:28][C:29]([C:32]6([NH2:36])[CH2:35][CH2:34][CH2:33]6)=[CH:30][CH:31]=5)=[N:16][C:13]=4[O:14][CH2:15][C:10]3=[N:9][N:8]=2)[CH:2]=[CH:3][CH:4]=[CH:5][CH:6]=1. The catalyst class is: 4. (7) Reactant: [C:1]([C:3]1[NH:16][C:6]2=[N:7][CH:8]=[C:9]([C:11]([O:13]CC)=[O:12])[CH:10]=[C:5]2[CH:4]=1)#[N:2].CO.O1CCCC1.[OH-].[Li+]. Product: [C:1]([C:3]1[NH:16][C:6]2=[N:7][CH:8]=[C:9]([C:11]([OH:13])=[O:12])[CH:10]=[C:5]2[CH:4]=1)#[N:2]. The catalyst class is: 6. (8) Reactant: [Br:1][C:2]1[CH:3]=[C:4]([CH:7]=[C:8]([O:10][CH:11]([CH3:13])[CH3:12])[CH:9]=1)[C:5]#N.[OH2:14].[OH-:15].[Na+]. Product: [Br:1][C:2]1[CH:3]=[C:4]([CH:7]=[C:8]([O:10][CH:11]([CH3:13])[CH3:12])[CH:9]=1)[C:5]([OH:15])=[O:14]. The catalyst class is: 14. (9) Reactant: [OH-].[Na+:2].[N+:3]([C:6]1[CH:11]=[CH:10][C:9]([OH:12])=[CH:8][CH:7]=1)([O-:5])=[O:4]. Product: [N+:3]([C:6]1[CH:11]=[CH:10][C:9]([O-:12])=[CH:8][CH:7]=1)([O-:5])=[O:4].[Na+:2]. The catalyst class is: 8. (10) Product: [Cl:26][C:27]1[CH:33]=[CH:32][C:30]([NH:31][C:2]2[C:11]3[C:6](=[CH:7][CH:8]=[CH:9][CH:10]=3)[N:5]=[C:4]([C:12]3[CH:17]=[CH:16][CH:15]=[C:14]([CH3:18])[N:13]=3)[N:3]=2)=[CH:29][CH:28]=1. Reactant: Cl[C:2]1[C:11]2[C:6](=[CH:7][CH:8]=[CH:9][CH:10]=2)[N:5]=[C:4]([C:12]2[CH:17]=[CH:16][CH:15]=[C:14]([CH3:18])[N:13]=2)[N:3]=1.C(N(CC)CC)C.[Cl:26][C:27]1[CH:33]=[CH:32][C:30]([NH2:31])=[CH:29][CH:28]=1. The catalyst class is: 10.